Dataset: Forward reaction prediction with 1.9M reactions from USPTO patents (1976-2016). Task: Predict the product of the given reaction. (1) Given the reactants CC1C=CC(S([O:11][CH2:12][CH:13]2[CH2:18][CH2:17][N:16]([C:19]([O:21][C:22]([CH3:25])([CH3:24])[CH3:23])=[O:20])[CH2:15][CH2:14]2)(=O)=O)=CC=1.[NH2:26][C:27]1[C:32](O)=[CH:31][N:30]=[CH:29][N:28]=1.C([O-])([O-])=O.[Cs+].[Cs+].C(Cl)Cl.CO, predict the reaction product. The product is: [NH2:26][C:27]1[C:32]([O:11][CH2:12][CH:13]2[CH2:14][CH2:15][N:16]([C:19]([O:21][C:22]([CH3:23])([CH3:24])[CH3:25])=[O:20])[CH2:17][CH2:18]2)=[CH:31][N:30]=[CH:29][N:28]=1. (2) Given the reactants [N:1]1[CH:6]=[CH:5][CH:4]=[C:3]([NH:7][C:8]([C:10]2[CH:11]=[CH:12][CH:13]=[C:14]3[O:18][C:17]([NH:19][CH:20]4[CH2:25][CH2:24][NH:23][CH2:22][CH2:21]4)=[N:16][C:15]=23)=[O:9])[CH:2]=1.[CH2:26]([O:28][C:29]1[CH:30]=[C:31]([CH:34]=[C:35]([O:42][CH2:43][CH3:44])[C:36]=1[N:37]1[CH:41]=[CH:40][CH:39]=[CH:38]1)[CH:32]=O)[CH3:27].C([BH3-])#N.[Na+].C(N(C(C)C)C(C)C)C, predict the reaction product. The product is: [N:1]1[CH:6]=[CH:5][CH:4]=[C:3]([NH:7][C:8]([C:10]2[CH:11]=[CH:12][CH:13]=[C:14]3[O:18][C:17]([NH:19][CH:20]4[CH2:21][CH2:22][N:23]([CH2:32][C:31]5[CH:34]=[C:35]([O:42][CH2:43][CH3:44])[C:36]([N:37]6[CH:41]=[CH:40][CH:39]=[CH:38]6)=[C:29]([O:28][CH2:26][CH3:27])[CH:30]=5)[CH2:24][CH2:25]4)=[N:16][C:15]=23)=[O:9])[CH:2]=1. (3) Given the reactants [C:1]([OH:9])(=[O:8])[C:2]1[CH:7]=[CH:6][CH:5]=[CH:4][CH:3]=1.[CH:10]([O:12][CH2:13][CH2:14]Cl)=[CH2:11].[OH-].[Na+].C(N(CC)CC)C, predict the reaction product. The product is: [CH:10]([O:12][CH2:13][CH2:14][O:8][C:1](=[O:9])[C:2]1[CH:7]=[CH:6][CH:5]=[CH:4][CH:3]=1)=[CH2:11]. (4) Given the reactants C[O:2][C:3](=[O:24])[C:4]1[CH:9]=[CH:8][C:7]([CH2:10][N:11]([CH2:21][CH2:22][CH3:23])[CH:12]2[CH2:20][CH2:19][C:15]3[N:16]=[CH:17][S:18][C:14]=3[CH2:13]2)=[CH:6][CH:5]=1.[OH-].[Na+].O, predict the reaction product. The product is: [CH2:21]([N:11]([CH2:10][C:7]1[CH:6]=[CH:5][C:4]([C:3]([OH:24])=[O:2])=[CH:9][CH:8]=1)[CH:12]1[CH2:20][CH2:19][C:15]2[N:16]=[CH:17][S:18][C:14]=2[CH2:13]1)[CH2:22][CH3:23].